Dataset: Catalyst prediction with 721,799 reactions and 888 catalyst types from USPTO. Task: Predict which catalyst facilitates the given reaction. (1) Reactant: C[O:2][C:3](=[O:17])[C:4]1[CH:9]=[CH:8][C:7]([C:10]([F:13])([F:12])[F:11])=[CH:6][C:5]=1[CH:14]1[CH2:16][CH2:15]1.[OH-].[Na+]. Product: [CH:14]1([C:5]2[CH:6]=[C:7]([C:10]([F:11])([F:12])[F:13])[CH:8]=[CH:9][C:4]=2[C:3]([OH:17])=[O:2])[CH2:16][CH2:15]1. The catalyst class is: 8. (2) Reactant: [Br:1][C:2]1[CH:7]=[C:6]([F:8])[CH:5]=[C:4]([F:9])[CH:3]=1.CN([CH:13]=[O:14])C.C([Li])CCC.C(NC(C)C)(C)C. Product: [Br:1][C:2]1[CH:7]=[C:6]([F:8])[C:5]([CH:13]=[O:14])=[C:4]([F:9])[CH:3]=1. The catalyst class is: 1. (3) Reactant: [Li+].[B-](CC)(CC)CC.[CH:9]1([CH2:12][C@H:13]2[C:17](=O)[N:16]([C:19]([O:21][C:22]([CH3:25])([CH3:24])[CH3:23])=[O:20])[C@H:15]([C:26]([O:28][CH3:29])=[O:27])[CH2:14]2)[CH2:11][CH2:10]1.C([SiH](CC)CC)C.B(F)(F)F.CCOCC. Product: [CH:9]1([CH2:12][C@H:13]2[CH2:17][N:16]([C:19]([O:21][C:22]([CH3:24])([CH3:25])[CH3:23])=[O:20])[C@H:15]([C:26]([O:28][CH3:29])=[O:27])[CH2:14]2)[CH2:11][CH2:10]1. The catalyst class is: 1. (4) Reactant: C[O:2][C:3]1[CH:4]=[C:5]([CH:18]=[CH:19][C:20]=1[NH:21][S:22]([CH3:25])(=[O:24])=[O:23])[C:6]([NH:8][C:9]1[CH:14]=[CH:13][C:12]2[O:15]C[O:17][C:11]=2[CH:10]=1)=[O:7].B(Br)(Br)Br.CO. Product: [OH:2][C:3]1[CH:4]=[C:5]([CH:18]=[CH:19][C:20]=1[NH:21][S:22]([CH3:25])(=[O:24])=[O:23])[C:6]([NH:8][C:9]1[CH:14]=[CH:13][C:12]([OH:15])=[C:11]([OH:17])[CH:10]=1)=[O:7]. The catalyst class is: 2. (5) Reactant: Br[C:2]1[N:6]2[N:7]=[CH:8][CH:9]=[CH:10][C:5]2=[N:4][CH:3]=1.[CH:11]1[C:23]2[CH:22]([CH2:24][O:25][C:26](=[O:55])[NH:27][C@H:28]3[CH2:33][CH2:32][CH2:31][C:30]([F:35])([F:34])[C@@H:29]3[NH:36][C:37]([C:39]3[S:40][C:41]([CH2:53][CH3:54])=[C:42](B4OC(C)(C)C(C)(C)O4)[CH:43]=3)=[O:38])[C:21]3[C:16](=[CH:17][CH:18]=[CH:19][CH:20]=3)[C:15]=2[CH:14]=[CH:13][CH:12]=1.C1(P(C2CCCCC2)C2CCCCC2)CCCCC1.C([O-])(=O)C.[K+]. Product: [CH:11]1[C:23]2[CH:22]([CH2:24][O:25][C:26](=[O:55])[NH:27][C@H:28]3[CH2:33][CH2:32][CH2:31][C:30]([F:35])([F:34])[C@@H:29]3[NH:36][C:37]([C:39]3[S:40][C:41]([CH2:53][CH3:54])=[C:42]([C:2]4[N:6]5[N:7]=[CH:8][CH:9]=[CH:10][C:5]5=[N:4][CH:3]=4)[CH:43]=3)=[O:38])[C:21]3[C:16](=[CH:17][CH:18]=[CH:19][CH:20]=3)[C:15]=2[CH:14]=[CH:13][CH:12]=1. The catalyst class is: 102. (6) Reactant: Br[C:2]1[CH:14]=[CH:13][C:12]2[C:11]3[C:6](=[CH:7][C:8]([Br:15])=[CH:9][CH:10]=3)[C:5]([CH3:17])([CH3:16])[C:4]=2[CH:3]=1.[C:18]1([C:27]2[CH:32]=[CH:31][CH:30]=[CH:29][CH:28]=2)[CH:23]=[CH:22][CH:21]=[CH:20][C:19]=1B(O)O.C([O-])([O-])=O.[Na+].[Na+].CCO. Product: [C:18]1([C:27]2[CH:28]=[CH:29][CH:30]=[CH:31][CH:32]=2)[CH:23]=[CH:22][CH:21]=[CH:20][C:19]=1[C:2]1[CH:14]=[CH:13][C:12]2[C:11]3[C:6](=[CH:7][C:8]([Br:15])=[CH:9][CH:10]=3)[C:5]([CH3:17])([CH3:16])[C:4]=2[CH:3]=1. The catalyst class is: 206.